From a dataset of Full USPTO retrosynthesis dataset with 1.9M reactions from patents (1976-2016). Predict the reactants needed to synthesize the given product. (1) The reactants are: [OH:1][C@H:2]1[CH2:7][CH2:6][C@H:5]([NH2:8])[CH2:4][CH2:3]1.[OH-].[Na+].Cl[C:12]([O:14][CH2:15][C:16]1[CH:21]=[CH:20][CH:19]=[CH:18][CH:17]=1)=[O:13]. Given the product [OH:1][C@H:2]1[CH2:7][CH2:6][C@H:5]([NH:8][C:12](=[O:13])[O:14][CH2:15][C:16]2[CH:21]=[CH:20][CH:19]=[CH:18][CH:17]=2)[CH2:4][CH2:3]1, predict the reactants needed to synthesize it. (2) Given the product [Cl:8][C:9]1[CH:14]=[CH:13][C:12]([CH2:15][C@@H:16]([C:20]2[CH:25]=[CH:24][CH:23]=[C:22]([C:26]#[N:27])[CH:21]=2)[C@@H:17]([NH:19][C:30](=[O:31])[C:29]([Br:28])([CH3:34])[CH3:33])[CH3:18])=[CH:11][CH:10]=1, predict the reactants needed to synthesize it. The reactants are: CN1CCOCC1.[Cl:8][C:9]1[CH:14]=[CH:13][C:12]([CH2:15][C@@H:16]([C:20]2[CH:25]=[CH:24][CH:23]=[C:22]([C:26]#[N:27])[CH:21]=2)[C@@H:17]([NH2:19])[CH3:18])=[CH:11][CH:10]=1.[Br:28][C:29]([CH3:34])([CH3:33])[C:30](O)=[O:31].C1CN([P+](ON2N=NC3C=CC=CC2=3)(N2CCCC2)N2CCCC2)CC1.F[P-](F)(F)(F)(F)F. (3) Given the product [Cl:1][C:2]1[CH:16]=[CH:15][C:5]([O:6][CH2:7][C:8]([OH:10])=[O:9])=[C:4]([C:17]2[CH:22]=[N:21][C:20]([N:29]3[CH2:34][CH2:33][CH2:32][CH2:31][CH2:30]3)=[N:19][CH:18]=2)[CH:3]=1, predict the reactants needed to synthesize it. The reactants are: [Cl:1][C:2]1[CH:16]=[CH:15][C:5]([O:6][CH2:7][C:8]([O:10]C(C)(C)C)=[O:9])=[C:4]([C:17]2[CH:18]=[N:19][C:20](S(CCC)(=O)=O)=[N:21][CH:22]=2)[CH:3]=1.[NH:29]1[CH2:34][CH2:33][CH2:32][CH2:31][CH2:30]1. (4) Given the product [CH3:17][C:16]1[C:11]([O:9][C:5]2[CH:4]=[C:3]([CH2:2][OH:1])[CH:8]=[CH:7][CH:6]=2)=[N:12][CH:13]=[CH:14][CH:15]=1, predict the reactants needed to synthesize it. The reactants are: [OH:1][CH2:2][C:3]1[CH:4]=[C:5]([OH:9])[CH:6]=[CH:7][CH:8]=1.F[C:11]1[C:16]([CH3:17])=[CH:15][CH:14]=[CH:13][N:12]=1.C(=O)([O-])[O-].[Cs+].[Cs+]. (5) Given the product [Cl:8][C:6]1[CH:5]=[C:4]([F:9])[C:3]([NH:10][C:11](=[O:17])[O:12][C:13]([CH3:16])([CH3:15])[CH3:14])=[C:2]([CH:28]([C:27]2[CH:30]=[CH:31][CH:32]=[C:25]([O:24][CH3:23])[C:26]=2[O:33][CH3:34])[OH:29])[CH:7]=1, predict the reactants needed to synthesize it. The reactants are: Br[C:2]1[CH:7]=[C:6]([Cl:8])[CH:5]=[C:4]([F:9])[C:3]=1[NH:10][C:11](=[O:17])[O:12][C:13]([CH3:16])([CH3:15])[CH3:14].C([Li])CCC.[CH3:23][O:24][C:25]1[C:26]([O:33][CH3:34])=[C:27]([CH:30]=[CH:31][CH:32]=1)[CH:28]=[O:29].[Cl-].[NH4+]. (6) Given the product [CH3:18][C:16]1[CH:15]=[CH:14][C:13]([N:19]([CH3:24])[S:20]([CH3:23])(=[O:22])=[O:21])=[C:12]([CH:17]=1)[CH2:11][N:8]1[C:6]2[N:7]=[C:2]([NH:25][C:26]3[CH:31]=[CH:30][C:29]([N:32]4[CH2:37][CH2:36][N:35]([C:38]([O:40][C:41]([CH3:44])([CH3:43])[CH3:42])=[O:39])[CH2:34][CH2:33]4)=[CH:28][CH:27]=3)[N:3]=[CH:4][C:5]=2[CH:10]=[CH:9]1, predict the reactants needed to synthesize it. The reactants are: Cl[C:2]1[N:3]=[CH:4][C:5]2[CH:10]=[CH:9][N:8]([CH2:11][C:12]3[CH:17]=[C:16]([CH3:18])[CH:15]=[CH:14][C:13]=3[N:19]([CH3:24])[S:20]([CH3:23])(=[O:22])=[O:21])[C:6]=2[N:7]=1.[NH2:25][C:26]1[CH:31]=[CH:30][C:29]([N:32]2[CH2:37][CH2:36][N:35]([C:38]([O:40][C:41]([CH3:44])([CH3:43])[CH3:42])=[O:39])[CH2:34][CH2:33]2)=[CH:28][CH:27]=1.C(=O)([O-])[O-].[K+].[K+].CC(C1C=C(C(C)C)C(C2C=CC=CC=2P(C2CCCCC2)C2CCCCC2)=C(C(C)C)C=1)C. (7) Given the product [Br:29][CH:9]([CH2:8][CH:5]1[CH2:4][CH2:3][C:2]([F:16])([F:1])[CH2:7][CH2:6]1)[C:10](=[O:15])[C:11]([F:13])([F:14])[F:12], predict the reactants needed to synthesize it. The reactants are: [F:1][C:2]1([F:16])[CH2:7][CH2:6][CH:5]([CH2:8][CH2:9][C:10](=[O:15])[C:11]([F:14])([F:13])[F:12])[CH2:4][CH2:3]1.C(N(CC)CC)C.Cl[Si](C)(C)C.[Br:29]Br.